The task is: Predict the product of the given reaction.. This data is from Forward reaction prediction with 1.9M reactions from USPTO patents (1976-2016). (1) Given the reactants [CH3:1][O:2][C:3](=[O:20])[C:4]1[CH:9]=[CH:8][C:7]([O:10][CH2:11][C:12]2[CH:17]=[CH:16][CH:15]=[CH:14][CH:13]=2)=[C:6]([O:18][CH3:19])[CH:5]=1.[N+:21]([O-])([OH:23])=[O:22].O, predict the reaction product. The product is: [CH3:1][O:2][C:3](=[O:20])[C:4]1[CH:5]=[C:6]([O:18][CH3:19])[C:7]([O:10][CH2:11][C:12]2[CH:13]=[CH:14][CH:15]=[CH:16][CH:17]=2)=[CH:8][C:9]=1[N+:21]([O-:23])=[O:22]. (2) Given the reactants Cl[C:2]1[C:11]2[C:6](=[CH:7][C:8]([CH2:12][N:13]3[CH2:18][CH2:17][N:16]([CH2:19][CH:20]=[CH:21][C:22]4[S:23][C:24]([Cl:27])=[CH:25][CH:26]=4)[C@@H:15]([CH3:28])[C:14]3=[O:29])=[CH:9][CH:10]=2)[N:5]=[CH:4][CH:3]=1.C1(O)C=CC=CC=1.C([O-])(=O)C.[NH4+:41], predict the reaction product. The product is: [NH2:41][C:2]1[C:11]2[C:6](=[CH:7][C:8]([CH2:12][N:13]3[CH2:18][CH2:17][N:16]([CH2:19][CH:20]=[CH:21][C:22]4[S:23][C:24]([Cl:27])=[CH:25][CH:26]=4)[C@@H:15]([CH3:28])[C:14]3=[O:29])=[CH:9][CH:10]=2)[N:5]=[CH:4][CH:3]=1. (3) Given the reactants [C:1](=O)([O-])[O-].[K+].[K+].CI.[CH2:9]([S:11][C:12]1[CH:31]=[C:30]([C:32]([F:35])([F:34])[F:33])[CH:29]=[CH:28][C:13]=1[C:14]([NH:16][C:17]1[CH:22]=[CH:21][C:20]([S:23][C:24]([F:27])([F:26])[F:25])=[CH:19][CH:18]=1)=[O:15])[CH3:10].C(=O)(O)[O-].[Na+], predict the reaction product. The product is: [CH2:9]([S:11][C:12]1[CH:31]=[C:30]([C:32]([F:35])([F:33])[F:34])[CH:29]=[CH:28][C:13]=1[C:14]([N:16]([CH3:1])[C:17]1[CH:22]=[CH:21][C:20]([S:23][C:24]([F:25])([F:26])[F:27])=[CH:19][CH:18]=1)=[O:15])[CH3:10]. (4) Given the reactants C(O[C:4](=[O:19])[C@@H:5]([NH2:18])[C@@H:6]([C:8]1[CH:13]=[CH:12][C:11]([S:14]([CH3:17])(=[O:16])=[O:15])=[CH:10][CH:9]=1)[OH:7])C.[H-].[Al+3].[Li+].[H-].[H-].[H-].N[C@H:27]([CH2:40]O)[C@@H:28](C1C=CC(S(C)(=O)=O)=CC=1)O.COC(C)=C.O.C1(C)C=CC(S(O)(=O)=O)=CC=1, predict the reaction product. The product is: [CH3:28][C:27]1([CH3:40])[NH:18][C@H:5]([CH2:4][OH:19])[C@@H:6]([C:8]2[CH:9]=[CH:10][C:11]([S:14]([CH3:17])(=[O:15])=[O:16])=[CH:12][CH:13]=2)[O:7]1.